From a dataset of Full USPTO retrosynthesis dataset with 1.9M reactions from patents (1976-2016). Predict the reactants needed to synthesize the given product. (1) Given the product [Cl:1][C:2]1[CH:7]=[CH:6][C:5]([C:15]2[CH:16]=[C:17]3[C:12](=[CH:13][CH:14]=2)[NH:11][C:10](=[O:9])[CH2:19][CH2:18]3)=[CH:4][CH:3]=1, predict the reactants needed to synthesize it. The reactants are: [Cl:1][C:2]1[CH:7]=[CH:6][C:5](I)=[CH:4][CH:3]=1.[O:9]=[C:10]1[CH2:19][CH2:18][C:17]2[C:12](=[CH:13][CH:14]=[C:15](B(O)O)[CH:16]=2)[NH:11]1.C(=O)([O-])[O-].[Na+].[Na+]. (2) Given the product [CH3:2][N:3]1[C:7]([C@H:8]([C:14]2[CH:19]=[CH:18][CH:17]=[CH:16][CH:15]=2)[O:9][CH2:10][CH2:11][NH:12][CH3:13])=[CH:6][CH:5]=[N:4]1, predict the reactants needed to synthesize it. The reactants are: Cl.[CH3:2][N:3]1[C:7]([C@H:8]([C:14]2[CH:19]=[CH:18][CH:17]=[CH:16][CH:15]=2)[O:9][CH2:10][CH2:11][NH:12][CH3:13])=[CH:6][CH:5]=[N:4]1.[OH-].[Na+]. (3) Given the product [OH:1][C:2]([C:7]1[S:8][CH:9]=[CH:10][CH:11]=1)([C:12]1[S:13][CH:14]=[CH:15][CH:16]=1)[C:3]([O:5][C@H:6]1[CH2:29][CH2:30][C@H:25]([N:23]([C:22]([O:21][C:17]([CH3:19])([CH3:18])[CH3:20])=[O:32])[CH3:24])[CH2:26][CH2:27]1)=[O:4], predict the reactants needed to synthesize it. The reactants are: [OH:1][C:2]([C:12]1[S:13][CH:14]=[CH:15][CH:16]=1)([C:7]1[S:8][CH:9]=[CH:10][CH:11]=1)[C:3]([O:5][CH3:6])=[O:4].[C:17]([O:21][C:22](=[O:32])[N:23]([C@H:25]1[CH2:30][CH2:29][C@H](O)[CH2:27][CH2:26]1)[CH3:24])([CH3:20])([CH3:19])[CH3:18].[H-].[Na+]. (4) Given the product [CH3:1][C:2]1[N:3]([S:13]([C:16]2[CH:21]=[CH:20][CH:19]=[CH:18][CH:17]=2)(=[O:14])=[O:15])[C:4]2[C:9]([CH:10]=1)=[C:8]([CH2:11][N:32]1[CH2:31][CH2:30][N:29]([C:22]([O:24][C:25]([CH3:28])([CH3:27])[CH3:26])=[O:23])[CH2:34][CH2:33]1)[CH:7]=[CH:6][CH:5]=2, predict the reactants needed to synthesize it. The reactants are: [CH3:1][C:2]1[N:3]([S:13]([C:16]2[CH:21]=[CH:20][CH:19]=[CH:18][CH:17]=2)(=[O:15])=[O:14])[C:4]2[CH:5]=[CH:6][CH:7]=[C:8]([CH:11]=O)[C:9]=2[CH:10]=1.[C:22]([N:29]1[CH2:34][CH2:33][NH:32][CH2:31][CH2:30]1)([O:24][C:25]([CH3:28])([CH3:27])[CH3:26])=[O:23].C(O)(=O)C.C(O[BH-](OC(=O)C)OC(=O)C)(=O)C.[Na+]. (5) Given the product [Cl:1][C:2]1[CH:7]=[CH:6][C:5]([S:8]([NH:11][C:16]2[CH:21]=[CH:20][CH:19]=[CH:18][CH:17]=2)(=[O:9])=[O:10])=[CH:4][C:3]=1[N+:12]([O-:14])=[O:13], predict the reactants needed to synthesize it. The reactants are: [Cl:1][C:2]1[CH:7]=[CH:6][C:5]([S:8]([NH2:11])(=[O:10])=[O:9])=[CH:4][C:3]=1[N+:12]([O-:14])=[O:13].N[C:16]1[CH:21]=[CH:20][CH:19]=[CH:18][CH:17]=1.N1C=CC=CC=1. (6) Given the product [O:25]=[C:19]1[CH:18]([N:12]2[CH2:11][C:10]3[C:14](=[CH:15][CH:16]=[C:8]([CH2:7][NH:6][C:52](=[O:53])[C:51]([F:63])([F:50])[C:55]4[CH:56]=[CH:57][C:58]([O:61][CH3:62])=[CH:59][CH:60]=4)[CH:9]=3)[C:13]2=[O:17])[CH2:23][CH2:22][C:21](=[O:24])[NH:20]1, predict the reactants needed to synthesize it. The reactants are: CS(O)(=O)=O.[NH2:6][CH2:7][C:8]1[CH:9]=[C:10]2[C:14](=[CH:15][CH:16]=1)[C:13](=[O:17])[N:12]([CH:18]1[CH2:23][CH2:22][C:21](=[O:24])[NH:20][C:19]1=[O:25])[CH2:11]2.CN(C(ON1N=NC2C=CC=NC1=2)=[N+](C)C)C.F[P-](F)(F)(F)(F)F.[F:50][C:51]([F:63])([C:55]1[CH:60]=[CH:59][C:58]([O:61][CH3:62])=[CH:57][CH:56]=1)[C:52](O)=[O:53].C(N(C(C)C)C(C)C)C. (7) The reactants are: Br[C:2]1[O:3][C:4]([C:7]2[CH:8]=[C:9]3[C:13](=[CH:14][CH:15]=2)[N:12]([S:16]([C:19]2[CH:25]=[CH:24][C:22]([CH3:23])=[CH:21][CH:20]=2)(=[O:18])=[O:17])[CH:11]=[C:10]3[C:26]2[CH:31]=[N:30][CH:29]=[C:28]([CH:32]3[CH2:34][CH2:33]3)[N:27]=2)=[N:5][N:6]=1.[NH:35]1[CH2:39][CH2:38][CH2:37][CH2:36]1. Given the product [CH:32]1([C:28]2[N:27]=[C:26]([C:10]3[C:9]4[C:13](=[CH:14][CH:15]=[C:7]([C:4]5[O:3][C:2]([N:35]6[CH2:39][CH2:38][CH2:37][CH2:36]6)=[N:6][N:5]=5)[CH:8]=4)[N:12]([S:16]([C:19]4[CH:25]=[CH:24][C:22]([CH3:23])=[CH:21][CH:20]=4)(=[O:18])=[O:17])[CH:11]=3)[CH:31]=[N:30][CH:29]=2)[CH2:34][CH2:33]1, predict the reactants needed to synthesize it. (8) Given the product [NH2:1][C:2]1[C:3]([C:9]([NH:11][C:12]2[CH:13]=[N:14][CH:15]=[CH:16][C:17]=2[C@@H:18]2[CH2:23][C@H:22]([CH3:24])[C@:21]([OH:26])([CH3:25])[C@H:20]([O:27][Si:28]([C:31]([CH3:34])([CH3:33])[CH3:32])([CH3:30])[CH3:29])[CH2:19]2)=[O:10])=[N:4][C:5]([B:38]2[O:39][C:40]([CH3:42])([CH3:41])[C:36]([CH3:52])([CH3:35])[O:37]2)=[CH:6][CH:7]=1, predict the reactants needed to synthesize it. The reactants are: [NH2:1][C:2]1[C:3]([C:9]([NH:11][C:12]2[CH:13]=[N:14][CH:15]=[CH:16][C:17]=2[C@@H:18]2[CH2:23][C@H:22]([CH3:24])[C@:21]([OH:26])([CH3:25])[C@H:20]([O:27][Si:28]([C:31]([CH3:34])([CH3:33])[CH3:32])([CH3:30])[CH3:29])[CH2:19]2)=[O:10])=[N:4][C:5](Br)=[CH:6][CH:7]=1.[CH3:35][C:36]1([CH3:52])[C:40]([CH3:42])([CH3:41])[O:39][B:38]([B:38]2[O:39][C:40]([CH3:42])([CH3:41])[C:36]([CH3:52])([CH3:35])[O:37]2)[O:37]1.C1(P(C2CCCCC2)C2CCCCC2)CCCCC1.